This data is from Forward reaction prediction with 1.9M reactions from USPTO patents (1976-2016). The task is: Predict the product of the given reaction. (1) Given the reactants C1(O)C=CC=CC=1.[C:8]1([C:14]2[CH:15]=[CH:16][C:17]3[C:26]([CH:27]=2)=[N:25][C:24]2[C:19](=[CH:20][CH:21]=[CH:22][CH:23]=2)[C:18]=3Cl)[CH:13]=[CH:12][CH:11]=[CH:10][CH:9]=1.C(=O)([O-])[O-].[NH4+:33].[NH4+].[OH-].[Na+], predict the reaction product. The product is: [C:8]1([C:14]2[CH:15]=[CH:16][C:17]3[C:26]([CH:27]=2)=[N:25][C:24]2[C:19](=[CH:20][CH:21]=[CH:22][CH:23]=2)[C:18]=3[NH2:33])[CH:13]=[CH:12][CH:11]=[CH:10][CH:9]=1. (2) Given the reactants [OH:1][C:2]1[CH:7]=[CH:6][CH:5]=[CH:4][C:3]=1[C:8]1[N:17]=[C:16]([N:18]2[CH2:22][CH2:21][C@@H:20]([CH2:23][NH:24][C:25](=[O:32])[O:26][CH2:27][C:28]([CH3:31])([CH3:30])[CH3:29])[CH2:19]2)[C:15]2[C:10](=[CH:11][C:12]([CH3:33])=[CH:13][CH:14]=2)[N:9]=1.[ClH:34].CCOCC, predict the reaction product. The product is: [ClH:34].[OH:1][C:2]1[CH:7]=[CH:6][CH:5]=[CH:4][C:3]=1[C:8]1[N:17]=[C:16]([N:18]2[CH2:22][CH2:21][C@@H:20]([CH2:23][NH:24][C:25](=[O:32])[O:26][CH2:27][C:28]([CH3:29])([CH3:30])[CH3:31])[CH2:19]2)[C:15]2[C:10](=[CH:11][C:12]([CH3:33])=[CH:13][CH:14]=2)[N:9]=1. (3) Given the reactants [O:1]=[C:2]([CH3:8])[CH2:3][CH2:4][C:5]([OH:7])=O.C1N=CN(C(N2C=NC=C2)=O)C=1.[NH2:21][C:22]1[CH:23]=[C:24]([CH:29]=[CH:30][C:31]=1[CH3:32])[C:25](=[NH:28])[NH:26]O.O, predict the reaction product. The product is: [NH2:21][C:22]1[CH:23]=[C:24]([C:25]2[N:26]=[C:5]([CH2:4][CH2:3][C:2](=[O:1])[CH3:8])[O:7][N:28]=2)[CH:29]=[CH:30][C:31]=1[CH3:32].